Dataset: Catalyst prediction with 721,799 reactions and 888 catalyst types from USPTO. Task: Predict which catalyst facilitates the given reaction. (1) Reactant: Cl.[NH2:2][C:3]1([CH3:13])[C:8](=[O:9])[N:7]([CH3:10])[C:6](=[O:11])[NH:5][C:4]1=[O:12].[F:14][C:15]1[C:16]([F:28])=[C:17]([F:27])[C:18]([F:26])=[C:19]2[C:24](=O)[O:23][C:21](=[O:22])[C:20]=12.CCN(CC)CC. Product: [CH3:10][N:7]1[C:8](=[O:9])[C:3]([CH3:13])([N:2]2[C:21](=[O:22])[C:20]3[C:19](=[C:18]([F:26])[C:17]([F:27])=[C:16]([F:28])[C:15]=3[F:14])[C:24]2=[O:23])[C:4](=[O:12])[NH:5][C:6]1=[O:11]. The catalyst class is: 52. (2) Reactant: [C:1]([O:5][C:6]([NH:8][CH2:9][C:10]1[CH:15]=[CH:14][C:13]([CH2:16][C:17]([OH:19])=O)=[CH:12][CH:11]=1)=[O:7])([CH3:4])([CH3:3])[CH3:2].C(N(CC)CC)C.C(Cl)CCl.C1C=CC2N(O)N=NC=2C=1.Cl.[CH3:42][C@@H:43]([NH2:48])[C:44]([F:47])([F:46])[F:45]. Product: [C:1]([O:5][C:6]([NH:8][CH2:9][C:10]1[CH:11]=[CH:12][C:13]([CH2:16][C:17](=[O:19])[NH:48][C@H:43]([CH3:42])[C:44]([F:47])([F:46])[F:45])=[CH:14][CH:15]=1)=[O:7])([CH3:2])([CH3:3])[CH3:4]. The catalyst class is: 64. (3) Reactant: CO[C:3]1=[N:4][CH2:5][CH2:6][O:7][CH2:8][CH2:9]1.[C:10]1([C:16]2[O:17][C:18](=[O:21])[CH2:19][N:20]=2)[CH:15]=[CH:14][CH:13]=[CH:12][CH:11]=1.O.[OH-].[Li+].O. Product: [C:10]1([C:16]2[N:4]3[CH2:5][CH2:6][O:7][CH2:8][CH2:9][C:3]3=[C:19]([C:18]([OH:21])=[O:17])[N:20]=2)[CH:15]=[CH:14][CH:13]=[CH:12][CH:11]=1. The catalyst class is: 1.